Dataset: Catalyst prediction with 721,799 reactions and 888 catalyst types from USPTO. Task: Predict which catalyst facilitates the given reaction. (1) Reactant: [Br:1][C:2]1[CH:7]=[CH:6][C:5]([C:8]2([OH:14])[CH2:13][CH2:12][NH:11][CH2:10][CH2:9]2)=[CH:4][CH:3]=1.CI.[C:17]([O-])([O-])=O.[K+].[K+]. Product: [Br:1][C:2]1[CH:7]=[CH:6][C:5]([C:8]2([OH:14])[CH2:9][CH2:10][N:11]([CH3:17])[CH2:12][CH2:13]2)=[CH:4][CH:3]=1. The catalyst class is: 21. (2) Reactant: [NH2:1][C:2]1[N:6]([C:7]2[CH:8]=[C:9]([CH:16]=[CH:17][C:18]=2[CH3:19])[C:10]([NH:12][CH:13]2[CH2:15][CH2:14]2)=[O:11])[N:5]=[CH:4][C:3]=1[C:20](=[O:32])[C:21]1[CH:26]=[CH:25][CH:24]=[C:23]([CH:27]2OCC[O:28]2)[CH:22]=1.C1(C)C=CC=CC=1.CCOC(C)=O. Product: [NH2:1][C:2]1[N:6]([C:7]2[CH:8]=[C:9]([CH:16]=[CH:17][C:18]=2[CH3:19])[C:10]([NH:12][CH:13]2[CH2:15][CH2:14]2)=[O:11])[N:5]=[CH:4][C:3]=1[C:20](=[O:32])[C:21]1[CH:26]=[CH:25][CH:24]=[C:23]([CH:27]=[O:28])[CH:22]=1. The catalyst class is: 52. (3) Reactant: [Cl:1][C:2]1[CH:7]=[CH:6][C:5]([CH:8]([C:15]2[CH:20]=[CH:19][CH:18]=[CH:17][CH:16]=2)[N:9]2[CH2:14][CH2:13][NH:12][CH2:11][CH2:10]2)=[CH:4][CH:3]=1.Cl[CH2:22][CH2:23][OH:24].[I-].[K+].C(=O)([O-])[O-].[Na+].[Na+]. Product: [Cl:1][C:2]1[CH:3]=[CH:4][C:5]([CH:8]([C:15]2[CH:16]=[CH:17][CH:18]=[CH:19][CH:20]=2)[N:9]2[CH2:10][CH2:11][N:12]([CH2:22][CH2:23][OH:24])[CH2:13][CH2:14]2)=[CH:6][CH:7]=1. The catalyst class is: 11. (4) Reactant: [NH2:1][CH2:2][C:3]1[C:7]([CH2:8][N:9](C(OC(C)(C)C)=O)C(OC(C)(C)C)=O)=[N:6][N:5]([CH2:24][C@@H:25]2[C@H:28]([NH:29][C:30](=[O:66])/[C:31](=[N:45]\[O:46][C:47]3([C:50]([O:52]C(C4C=CC=CC=4)C4C=CC=CC=4)=[O:51])[CH2:49][CH2:48]3)/[C:32]3[N:33]=[C:34]([NH:37]C(OC(C)(C)C)=O)[S:35][CH:36]=3)[C:27](=[O:67])[N:26]2[S:68]([OH:71])(=[O:70])=[O:69])[N:4]=1.C(O)(C(F)(F)F)=O. Product: [NH2:37][C:34]1[S:35][CH:36]=[C:32](/[C:31](=[N:45]/[O:46][C:47]2([C:50]([OH:52])=[O:51])[CH2:49][CH2:48]2)/[C:30]([NH:29][C@@H:28]2[C:27](=[O:67])[N:26]([S:68]([OH:71])(=[O:69])=[O:70])[C@@H:25]2[CH2:24][N:5]2[N:6]=[C:7]([CH2:8][NH2:9])[C:3]([CH2:2][NH2:1])=[N:4]2)=[O:66])[N:33]=1. The catalyst class is: 2.